Dataset: Reaction yield outcomes from USPTO patents with 853,638 reactions. Task: Predict the reaction yield, written as a fraction of the theoretical maximum amount of product (1.0 means a 100% yield; for example, 0.34 means a 34% yield). (1) The reactants are Cl[CH2:2][C:3]1[CH:8]=[N:7][CH:6]=[CH:5][N:4]=1.[C:9]1(=[O:19])[NH:13][C:12](=[O:14])[C:11]2=[CH:15][CH:16]=[CH:17][CH:18]=[C:10]12.[K]. The catalyst is CN(C)C=O. The product is [N:4]1[CH:5]=[CH:6][N:7]=[CH:8][C:3]=1[CH2:2][N:13]1[C:9](=[O:19])[C:10]2[C:11](=[CH:15][CH:16]=[CH:17][CH:18]=2)[C:12]1=[O:14]. The yield is 0.730. (2) The reactants are [F:1][C:2]1[CH:3]=[C:4]([CH:11]([CH3:16])[C:12]([O:14][CH3:15])=[O:13])[CH:5]=[CH:6][C:7]=1[N+:8]([O-])=O. The catalyst is CO.[Pd]. The product is [NH2:8][C:7]1[CH:6]=[CH:5][C:4]([CH:11]([CH3:16])[C:12]([O:14][CH3:15])=[O:13])=[CH:3][C:2]=1[F:1]. The yield is 0.940.